From a dataset of Reaction yield outcomes from USPTO patents with 853,638 reactions. Predict the reaction yield, written as a fraction of the theoretical maximum amount of product (1.0 means a 100% yield; for example, 0.34 means a 34% yield). (1) The reactants are [C:1]([O:4][C@H:5]1[C@@H:20]([O:21][C:22](=[O:24])[CH3:23])[C@H:19]([O:25][C:26](=[O:28])[CH3:27])[C@@H:18]([CH2:29][O:30][C:31](=[O:33])[CH3:32])[O:17][C@@H:6]1[O:7][C:8]1[CH:13]=[C:12]([Cl:14])[C:11](Br)=[C:10]([Cl:16])[CH:9]=1)(=[O:3])[CH3:2].[CH3:34][O:35][C:36]([C:38]1[CH:43]=[CH:42][C:41](B(O)O)=[CH:40][CH:39]=1)=[O:37].C(=O)([O-])[O-].[Cs+].[Cs+].C(O[C@H]1[C@@H](OC(=O)C)[C@H](OC(=O)C)[C@@H](COC(=O)C)O[C@@H]1OC1C=CC(C2C=CC(C(OC)=O)=CC=2)=CC=1Cl)(=O)C. The catalyst is O1CCOCC1.C1C=CC([P]([Pd]([P](C2C=CC=CC=2)(C2C=CC=CC=2)C2C=CC=CC=2)([P](C2C=CC=CC=2)(C2C=CC=CC=2)C2C=CC=CC=2)[P](C2C=CC=CC=2)(C2C=CC=CC=2)C2C=CC=CC=2)(C2C=CC=CC=2)C2C=CC=CC=2)=CC=1. The product is [C:1]([O:4][C@H:5]1[C@@H:20]([O:21][C:22](=[O:24])[CH3:23])[C@H:19]([O:25][C:26](=[O:28])[CH3:27])[C@@H:18]([CH2:29][O:30][C:31](=[O:33])[CH3:32])[O:17][C@@H:6]1[O:7][C:8]1[CH:13]=[C:12]([Cl:14])[C:11]([C:41]2[CH:42]=[CH:43][C:38]([C:36]([O:35][CH3:34])=[O:37])=[CH:39][CH:40]=2)=[C:10]([Cl:16])[CH:9]=1)(=[O:3])[CH3:2]. The yield is 0.280. (2) The reactants are [CH2:1]([NH:8][C:9]1[C:14]2=[C:15]([C:18]3[CH:23]=[CH:22][CH:21]=[CH:20][CH:19]=3)[CH:16]=[CH:17][N:13]2[N:12]=[C:11]([C:24]2[CH:25]=[N:26][CH:27]=[C:28]([CH:30]3[CH2:34][O:33]C(C)(C)[O:31]3)[CH:29]=2)[N:10]=1)[C:2]1[CH:7]=[CH:6][CH:5]=[CH:4][CH:3]=1. The catalyst is C(O)(C(F)(F)F)=O. The product is [CH2:1]([NH:8][C:9]1[C:14]2=[C:15]([C:18]3[CH:23]=[CH:22][CH:21]=[CH:20][CH:19]=3)[CH:16]=[CH:17][N:13]2[N:12]=[C:11]([C:24]2[CH:29]=[C:28]([CH:30]([OH:31])[CH2:34][OH:33])[CH:27]=[N:26][CH:25]=2)[N:10]=1)[C:2]1[CH:7]=[CH:6][CH:5]=[CH:4][CH:3]=1. The yield is 0.655. (3) The reactants are [CH3:1][O:2][C:3](=[O:28])[C:4]([NH:17]C(OCC1C=CC=CC=1)=O)=[CH:5][C:6]1[CH:7]=[C:8]2[C:12](=[CH:13][CH:14]=1)[NH:11][CH:10]=[C:9]2[C:15]#[N:16]. The catalyst is CO.[Pd]. The product is [CH3:1][O:2][C:3](=[O:28])[CH:4]([NH2:17])[CH2:5][C:6]1[CH:7]=[C:8]2[C:12](=[CH:13][CH:14]=1)[NH:11][CH:10]=[C:9]2[C:15]#[N:16]. The yield is 0.920. (4) The catalyst is N1C=CC=CC=1. The product is [Cl:1][C:2]1[S:6][C:5]([CH2:7][O:8][C:9]2[CH:17]=[CH:16][CH:15]=[C:11]3[C:10]=2[C:18](=[O:20])[N:22]([CH:23]2[CH2:29][CH2:28][C:27](=[O:30])[NH:26][C:24]2=[O:25])[C:12]3=[O:14])=[CH:4][CH:3]=1. The yield is 0.360. The reactants are [Cl:1][C:2]1[S:6][C:5]([CH2:7][O:8][C:9]2[CH:17]=[CH:16][CH:15]=[C:11]([C:12]([OH:14])=O)[C:10]=2[C:18]([OH:20])=O)=[CH:4][CH:3]=1.Cl.[NH2:22][CH:23]1[CH2:29][CH2:28][C:27](=[O:30])[NH:26][C:24]1=[O:25]. (5) The product is [Br:1][C:2]1[C:7]([O:8][CH2:22][C:23]2([CH2:27][O:28][CH3:29])[CH2:26][O:25][CH2:24]2)=[C:6]([O:9][CH3:10])[C:5]([O:11][CH:12]([F:13])[F:14])=[CH:4][CH:3]=1. The catalyst is C(#N)C. The yield is 0.700. The reactants are [Br:1][C:2]1[C:7]([OH:8])=[C:6]([O:9][CH3:10])[C:5]([O:11][CH:12]([F:14])[F:13])=[CH:4][CH:3]=1.C(=O)([O-])[O-].[K+].[K+].Br[CH2:22][C:23]1([CH2:27][O:28][CH3:29])[CH2:26][O:25][CH2:24]1. (6) The reactants are C[N:2]1[CH:7]=[C:6]([N+]([O-])=O)[CH:5]=[C:4]([N+:11]([O-:13])=[O:12])[C:3]1=O.[CH3:15][CH:16](C)[C:17](=O)C.N. The catalyst is CO. The product is [CH:16]([C:7]1[CH:6]=[CH:5][C:4]([N+:11]([O-:13])=[O:12])=[CH:3][N:2]=1)([CH3:17])[CH3:15]. The yield is 0.280.